Task: Binary Classification. Given a drug SMILES string, predict its activity (active/inactive) in a high-throughput screening assay against a specified biological target.. Dataset: HIV replication inhibition screening data with 41,000+ compounds from the AIDS Antiviral Screen The molecule is CC(C)CCCC(C)C1CCC2C3CC=C4CC(OP(=O)(O)OCCC=C(c5cc(Cl)c(O)c(C(=O)O)c5)c5cc(Cl)c(O)c(C(=O)O)c5)CCC4(C)C3CCC12C.N. The result is 0 (inactive).